Predict which catalyst facilitates the given reaction. From a dataset of Catalyst prediction with 721,799 reactions and 888 catalyst types from USPTO. (1) Reactant: [F:1][C:2]1[CH:7]=[CH:6][C:5]([C:8]2[S:12][C:11]([CH3:13])=[N:10][C:9]=2[C:14]([OH:16])=O)=[CH:4][CH:3]=1.CN(C(ON1N=NC2C=CC=NC1=2)=[N+](C)C)C.F[P-](F)(F)(F)(F)F.C(N(CC)C(C)C)(C)C.[F:50][C:51]1[C:59]2[N:58]=[C:57]([CH2:60][CH:61]3[CH2:66][CH2:65][CH2:64][CH2:63][NH:62]3)[NH:56][C:55]=2[CH:54]=[CH:53][C:52]=1[F:67]. Product: [F:50][C:51]1[C:59]2[N:58]=[C:57]([CH2:60][CH:61]3[CH2:66][CH2:65][CH2:64][CH2:63][N:62]3[C:14]([C:9]3[N:10]=[C:11]([CH3:13])[S:12][C:8]=3[C:5]3[CH:4]=[CH:3][C:2]([F:1])=[CH:7][CH:6]=3)=[O:16])[NH:56][C:55]=2[CH:54]=[CH:53][C:52]=1[F:67]. The catalyst class is: 3. (2) Reactant: [F:1][C:2]([F:14])([F:13])[C:3]([C:5]1[C:6](F)=[N:7][CH:8]=[CH:9][C:10]=1I)=O.O.[NH2:16][NH2:17].[CH3:18]COC(C)=O.C([O-])(O)=O.[Na+].[Cl-].[Na+].O. Product: [CH3:18][C:10]1[CH:9]=[CH:8][N:7]=[C:6]2[NH:16][N:17]=[C:3]([C:2]([F:14])([F:13])[F:1])[C:5]=12. The catalyst class is: 12.